This data is from Reaction yield outcomes from USPTO patents with 853,638 reactions. The task is: Predict the reaction yield, written as a fraction of the theoretical maximum amount of product (1.0 means a 100% yield; for example, 0.34 means a 34% yield). (1) The reactants are [NH2:1][C:2]1[C:11]2[C:6](=[C:7](I)[C:8]([F:12])=[CH:9][CH:10]=2)[N:5]=[N:4][C:3]=1[C:14]([NH:16][CH2:17][CH2:18][CH3:19])=[O:15].[CH3:20][O:21][C:22]1[CH:27]=[C:26]([F:28])[CH:25]=[CH:24][C:23]=1B(O)O. No catalyst specified. The product is [NH2:1][C:2]1[C:11]2[C:6](=[C:7]([C:23]3[CH:24]=[CH:25][C:26]([F:28])=[CH:27][C:22]=3[O:21][CH3:20])[C:8]([F:12])=[CH:9][CH:10]=2)[N:5]=[N:4][C:3]=1[C:14]([NH:16][CH2:17][CH2:18][CH3:19])=[O:15]. The yield is 0.530. (2) The reactants are Cl[C:2]1[C:7]2[CH:8]=[CH:9][N:10]([CH2:11][C:12]([N:14]3[CH2:19][CH2:18][N:17]([C:20]([O:22][C:23]([CH3:26])([CH3:25])[CH3:24])=[O:21])[CH2:16][CH2:15]3)=[O:13])[C:6]=2[CH:5]=[CH:4][N:3]=1.[NH2:27][C:28]1[S:29][C:30]([C:33]#[N:34])=[CH:31][N:32]=1.[O-]P([O-])([O-])=O.[K+].[K+].[K+].CC1(C)C2C(=C(P(C3C=CC=CC=3)C3C=CC=CC=3)C=CC=2)OC2C(P(C3C=CC=CC=3)C3C=CC=CC=3)=CC=CC1=2. The catalyst is C1(C)C=CC=CC=1.C1C=CC(/C=C/C(/C=C/C2C=CC=CC=2)=O)=CC=1.C1C=CC(/C=C/C(/C=C/C2C=CC=CC=2)=O)=CC=1.C1C=CC(/C=C/C(/C=C/C2C=CC=CC=2)=O)=CC=1.[Pd].[Pd]. The product is [C:33]([C:30]1[S:29][C:28]([NH:27][C:2]2[C:7]3[CH:8]=[CH:9][N:10]([CH2:11][C:12]([N:14]4[CH2:19][CH2:18][N:17]([C:20]([O:22][C:23]([CH3:24])([CH3:26])[CH3:25])=[O:21])[CH2:16][CH2:15]4)=[O:13])[C:6]=3[CH:5]=[CH:4][N:3]=2)=[N:32][CH:31]=1)#[N:34]. The yield is 0.580. (3) The reactants are [OH:1]OS([O-])=O.[K+].[CH3:7][S:8][C:9]1[CH:10]=[CH:11][C:12]([CH2:15][O:16][CH2:17][C@H:18]2[CH2:20][C@@H:19]2[CH:21]2[CH2:26][CH2:25][N:24]([C:27]([O:29][C:30]([CH3:33])([CH3:32])[CH3:31])=[O:28])[CH2:23][CH2:22]2)=[N:13][CH:14]=1.[OH2:34]. The catalyst is CO.C(Cl)Cl. The product is [CH3:7][S:8]([C:9]1[CH:10]=[CH:11][C:12]([CH2:15][O:16][CH2:17][C@H:18]2[CH2:20][C@@H:19]2[CH:21]2[CH2:22][CH2:23][N:24]([C:27]([O:29][C:30]([CH3:33])([CH3:32])[CH3:31])=[O:28])[CH2:25][CH2:26]2)=[N:13][CH:14]=1)(=[O:1])=[O:34]. The yield is 0.580. (4) The reactants are C([O-])([O-])=O.[Cs+].[Cs+].I[CH:8]([CH3:10])[CH3:9].[F:11][C:12]1[CH:17]=[CH:16][C:15]([C:18]2[C:22]([C:23]3[CH:28]=[CH:27][N:26]=[C:25]([S:29][CH3:30])[N:24]=3)=[CH:21][NH:20][N:19]=2)=[CH:14][CH:13]=1.O. The catalyst is CN(C)C=O. The product is [F:11][C:12]1[CH:17]=[CH:16][C:15]([C:18]2[C:22]([C:23]3[CH:28]=[CH:27][N:26]=[C:25]([S:29][CH3:30])[N:24]=3)=[CH:21][N:20]([CH:8]([CH3:10])[CH3:9])[N:19]=2)=[CH:14][CH:13]=1. The yield is 0.640.